This data is from Catalyst prediction with 721,799 reactions and 888 catalyst types from USPTO. The task is: Predict which catalyst facilitates the given reaction. (1) Reactant: [CH3:1][O:2][C:3]1[CH:4]=[C:5]([CH:9]=[CH:10][CH:11]=1)[CH2:6][CH2:7][NH2:8].[Cl:12][C:13]1[N:18]=[C:17](Cl)[C:16]([Cl:20])=[CH:15][N:14]=1.C(=O)([O-])[O-].[K+].[K+]. Product: [Cl:12][C:13]1[N:18]=[C:17]([NH:8][CH2:7][CH2:6][C:5]2[CH:9]=[CH:10][CH:11]=[C:3]([O:2][CH3:1])[CH:4]=2)[C:16]([Cl:20])=[CH:15][N:14]=1. The catalyst class is: 9. (2) Reactant: [F:1][C:2]1[CH:3]=[C:4]([CH:30]=[C:31]([F:33])[CH:32]=1)[CH2:5][NH:6][C:7]1[CH:12]=[C:11]([NH:13][C:14]2[CH:19]=[CH:18][C:17]([N:20]3[CH2:25][CH2:24][NH:23][CH2:22][CH2:21]3)=[CH:16][CH:15]=2)[N:10]=[CH:9][C:8]=1[CH2:26][C:27]([NH2:29])=[O:28].Br[CH2:35][CH2:36][C:37]#[N:38].C(=O)([O-])[O-].[K+].[K+]. Product: [C:37]([CH2:36][CH2:35][N:23]1[CH2:24][CH2:25][N:20]([C:17]2[CH:16]=[CH:15][C:14]([NH:13][C:11]3[N:10]=[CH:9][C:8]([CH2:26][C:27]([NH2:29])=[O:28])=[C:7]([NH:6][CH2:5][C:4]4[CH:3]=[C:2]([F:1])[CH:32]=[C:31]([F:33])[CH:30]=4)[CH:12]=3)=[CH:19][CH:18]=2)[CH2:21][CH2:22]1)#[N:38]. The catalyst class is: 9. (3) Reactant: [C:1]([O:5][C:6]([NH:8][C@H:9]([C:23]([O:25][CH3:26])=[O:24])[CH2:10][C:11]1[CH:16]=[CH:15][C:14]([CH2:17][CH2:18][CH2:19][C:20](=O)[CH3:21])=[CH:13][N:12]=1)=[O:7])([CH3:4])([CH3:3])[CH3:2].[NH2:27][C:28]1[C:33]([CH:34]=O)=[CH:32][CH:31]=[CH:30][N:29]=1.N1CCC[C@H]1C(O)=O. Product: [C:1]([O:5][C:6]([NH:8][C@H:9]([C:23]([O:25][CH3:26])=[O:24])[CH2:10][C:11]1[CH:16]=[CH:15][C:14]([CH2:17][CH2:18][CH2:19][C:20]2[CH:21]=[CH:34][C:33]3[C:28](=[N:29][CH:30]=[CH:31][CH:32]=3)[N:27]=2)=[CH:13][N:12]=1)=[O:7])([CH3:4])([CH3:3])[CH3:2]. The catalyst class is: 8. (4) Reactant: [CH3:1][O:2][C:3](=[O:55])[CH:4]([NH:39][C:40](=[O:54])[CH:41]([CH2:49][S:50][C:51](=[O:53])[CH3:52])[CH2:42][C:43]1[CH:48]=[CH:47][CH:46]=[CH:45][CH:44]=1)[CH2:5][C:6]1[CH:11]=[CH:10][C:9]([NH:12][C:13]([CH:15]2[CH2:19][CH2:18][CH2:17][N:16]2[C:20](=[O:38])[CH2:21][CH:22]([NH:30]C(OC(C)(C)C)=O)[CH2:23][C:24]2[CH:29]=[CH:28][CH:27]=[CH:26][CH:25]=2)=[O:14])=[CH:8][CH:7]=1. Product: [CH3:1][O:2][C:3](=[O:55])[CH:4]([NH:39][C:40](=[O:54])[CH:41]([CH2:49][S:50][C:51](=[O:53])[CH3:52])[CH2:42][C:43]1[CH:44]=[CH:45][CH:46]=[CH:47][CH:48]=1)[CH2:5][C:6]1[CH:11]=[CH:10][C:9]([NH:12][C:13]([CH:15]2[CH2:19][CH2:18][CH2:17][N:16]2[C:20](=[O:38])[CH2:21][CH:22]([NH2:30])[CH2:23][C:24]2[CH:25]=[CH:26][CH:27]=[CH:28][CH:29]=2)=[O:14])=[CH:8][CH:7]=1. The catalyst class is: 55. (5) The catalyst class is: 11. Product: [CH3:1][O:2][C:3](=[O:12])[C:4]1[CH:9]=[C:8]([C:17]2[CH:18]=[CH:19][C:14]([Cl:13])=[CH:15][CH:16]=2)[C:7]([Cl:11])=[N:6][CH:5]=1. Reactant: [CH3:1][O:2][C:3](=[O:12])[C:4]1[CH:9]=[C:8](Br)[C:7]([Cl:11])=[N:6][CH:5]=1.[Cl:13][C:14]1[CH:19]=[CH:18][C:17](B(O)O)=[CH:16][CH:15]=1.C(=O)([O-])[O-].[Na+].[Na+]. (6) Product: [CH2:1]([C:5]([C:7]1[CH:12]=[CH:11][CH:10]=[CH:9][C:8]=1[N:14]1[CH2:19][CH2:18][CH2:17][CH2:16][CH2:15]1)=[O:6])[CH:2]([CH3:4])[CH3:3]. The catalyst class is: 3. Reactant: [CH2:1]([C:5]([C:7]1[CH:12]=[CH:11][CH:10]=[CH:9][C:8]=1F)=[O:6])[CH:2]([CH3:4])[CH3:3].[NH:14]1[CH2:19][CH2:18][CH2:17][CH2:16][CH2:15]1.C(=O)([O-])[O-].[K+].[K+].O.